Dataset: Catalyst prediction with 721,799 reactions and 888 catalyst types from USPTO. Task: Predict which catalyst facilitates the given reaction. (1) Reactant: C(O)(C(F)(F)F)=O.COC1C=C(OC)C=CC=1C[N:13]([C:37]1[S:38][CH:39]=[CH:40][N:41]=1)[S:14]([C:17]1[CH:36]=[CH:35][C:20]([C:21]([NH:23][CH2:24][C:25]2[CH:30]=[CH:29][C:28]([C:31]([F:34])([F:33])[F:32])=[CH:27][CH:26]=2)=[O:22])=[CH:19][N:18]=1)(=[O:16])=[O:15].C(Cl)Cl.C(N(CC)CC)C. Product: [S:38]1[CH:39]=[CH:40][N:41]=[C:37]1[NH:13][S:14]([C:17]1[CH:36]=[CH:35][C:20]([C:21]([NH:23][CH2:24][C:25]2[CH:30]=[CH:29][C:28]([C:31]([F:33])([F:34])[F:32])=[CH:27][CH:26]=2)=[O:22])=[CH:19][N:18]=1)(=[O:15])=[O:16]. The catalyst class is: 28. (2) Product: [CH3:15][C:10]1([CH3:16])[C:11]([CH3:14])([CH3:13])[O:12][B:8]([C:5]2[CH:6]=[CH:7][C:2]([CH2:17][N:26]3[CH2:27][CH2:28][N:23]([C:29]([O:31][C:32]([CH3:35])([CH3:34])[CH3:33])=[O:30])[CH2:24][CH2:25]3)=[CH:3][CH:4]=2)[O:9]1. The catalyst class is: 3. Reactant: Br[C:2]1[CH:7]=[CH:6][C:5]([B:8]2[O:12][C:11]([CH3:14])([CH3:13])[C:10]([CH3:16])([CH3:15])[O:9]2)=[CH:4][CH:3]=1.[C:17](=O)([O-])[O-].[K+].[K+].[N:23]1([C:29]([O:31][C:32]([CH3:35])([CH3:34])[CH3:33])=[O:30])[CH2:28][CH2:27][NH:26][CH2:25][CH2:24]1. (3) Product: [O:11]=[C:4]1[C:5]2[C:10](=[CH:9][CH:8]=[CH:7][CH:6]=2)[C:2](=[O:1])[N:3]1[CH2:12][C:13]1[CH:18]=[C:17]([OH:19])[CH:16]=[CH:15][N:14]=1. Reactant: [O:1]=[C:2]1[C:10]2[C:5](=[CH:6][CH:7]=[CH:8][CH:9]=2)[C:4](=[O:11])[N:3]1[CH2:12][C:13]1[CH:18]=[C:17]([O:19]C)[CH:16]=[CH:15][N:14]=1.Cl.[Na+].[Br-].O. The catalyst class is: 242. (4) Reactant: C(OC(=O)[NH:7][CH:8]1[CH2:10][CH:9]1[C:11]1[S:12][C:13]([Br:16])=[CH:14][CH:15]=1)(C)(C)C.[ClH:18].C(OCC)(=O)C. Product: [ClH:18].[Br:16][C:13]1[S:12][C:11]([C@@H:9]2[CH2:10][C@H:8]2[NH2:7])=[CH:15][CH:14]=1. The catalyst class is: 13. (5) Reactant: [CH2:1]([O:3][C:4]([C:6]1[C:7](=[O:21])[O:8][C:9]([C:14](=[O:20])[N:15]([CH2:18][CH3:19])[CH2:16][CH3:17])([CH2:12][CH3:13])[C:10]=1[CH3:11])=[O:5])[CH3:2].[CH3:22][N:23]([CH:25](N(C)C)N(C)C)[CH3:24]. Product: [CH2:1]([O:3][C:4]([C:6]1[C:7](=[O:21])[O:8][C:9]([C:14](=[O:20])[N:15]([CH2:16][CH3:17])[CH2:18][CH3:19])([CH2:12][CH3:13])[C:10]=1/[CH:11]=[CH:22]/[N:23]([CH3:25])[CH3:24])=[O:5])[CH3:2]. The catalyst class is: 204. (6) Reactant: Cl.C(#N)C.C([Si]([O:12][C@@H:13]([C@@H:28]([CH3:31])[CH:29]=[CH2:30])/[C:14](/[CH3:27])=[CH:15]/[CH2:16][O:17][CH2:18][C:19]1[CH:24]=[CH:23][C:22]([O:25][CH3:26])=[CH:21][CH:20]=1)(C)C)(C)(C)C. Product: [CH3:26][O:25][C:22]1[CH:21]=[CH:20][C:19]([CH2:18][O:17][CH2:16]/[CH:15]=[C:14](\[CH3:27])/[C@@H:13]([OH:12])[C@@H:28]([CH3:31])[CH:29]=[CH2:30])=[CH:24][CH:23]=1. The catalyst class is: 170. (7) Reactant: Cl[CH2:2][CH2:3][C:4]([C:10]1[CH:15]=[CH:14][CH:13]=[CH:12][CH:11]=1)([OH:9])[CH2:5][C:6]([CH3:8])=[CH2:7].[Br:16][C:17]1[CH:22]=[CH:21][C:20]([C@@H:23]([N:25]=[C:26]=[O:27])[CH3:24])=[CH:19][CH:18]=1.C1CCN2C(=NCCC2)CC1. Product: [Br:16][C:17]1[CH:18]=[CH:19][C:20]([C@@H:23]([N:25]2[CH2:2][CH2:3][C@:4]([CH2:5][C:6]([CH3:8])=[CH2:7])([C:10]3[CH:15]=[CH:14][CH:13]=[CH:12][CH:11]=3)[O:9][C:26]2=[O:27])[CH3:24])=[CH:21][CH:22]=1. The catalyst class is: 49.